From a dataset of NCI-60 drug combinations with 297,098 pairs across 59 cell lines. Regression. Given two drug SMILES strings and cell line genomic features, predict the synergy score measuring deviation from expected non-interaction effect. (1) Drug 2: CCN(CC)CCCC(C)NC1=C2C=C(C=CC2=NC3=C1C=CC(=C3)Cl)OC. Drug 1: C1CN1C2=NC(=NC(=N2)N3CC3)N4CC4. Synergy scores: CSS=23.8, Synergy_ZIP=-12.9, Synergy_Bliss=-3.41, Synergy_Loewe=-2.48, Synergy_HSA=-1.28. Cell line: OVCAR-5. (2) Drug 1: CN1C(=O)N2C=NC(=C2N=N1)C(=O)N. Drug 2: CCC1(C2=C(COC1=O)C(=O)N3CC4=CC5=C(C=CC(=C5CN(C)C)O)N=C4C3=C2)O.Cl. Cell line: SW-620. Synergy scores: CSS=30.5, Synergy_ZIP=1.83, Synergy_Bliss=1.15, Synergy_Loewe=-27.7, Synergy_HSA=-0.0146.